Dataset: Forward reaction prediction with 1.9M reactions from USPTO patents (1976-2016). Task: Predict the product of the given reaction. The product is: [Cl:25][C:26]1[CH:31]=[C:30]([Cl:32])[CH:29]=[CH:28][C:27]=1[C:2]1[CH:3]=[CH:4][CH:5]=[C:6]2[C:11]=1[N:10]=[C:9]([CH3:12])[CH:8]=[C:7]2[N:13]1[CH2:18][CH:17]=[C:16]([C:19]([O:21][CH:22]([CH3:24])[CH3:23])=[O:20])[CH2:15][CH2:14]1. Given the reactants Br[C:2]1[CH:3]=[CH:4][CH:5]=[C:6]2[C:11]=1[N:10]=[C:9]([CH3:12])[CH:8]=[C:7]2[N:13]1[CH2:18][CH:17]=[C:16]([C:19]([O:21][CH:22]([CH3:24])[CH3:23])=[O:20])[CH2:15][CH2:14]1.[Cl:25][C:26]1[CH:31]=[C:30]([Cl:32])[CH:29]=[CH:28][C:27]=1OB(O)O.C(=O)([O-])[O-].[Na+].[Na+].O, predict the reaction product.